From a dataset of Forward reaction prediction with 1.9M reactions from USPTO patents (1976-2016). Predict the product of the given reaction. (1) Given the reactants [Si]([O:8][CH2:9][CH2:10][C:11]([NH:25]S(C(C)(C)C)=O)([C:15]1[CH:20]=[CH:19][C:18]([O:21][CH3:22])=[CH:17][C:16]=1[O:23][CH3:24])[CH2:12][CH:13]=[CH2:14])(C(C)(C)C)(C)C.Cl.C(N(C(C)C)CC)(C)C.[C:42](Cl)(=[O:46])/[CH:43]=[CH:44]/[CH3:45], predict the reaction product. The product is: [CH3:24][O:23][C:16]1[CH:17]=[C:18]([O:21][CH3:22])[CH:19]=[CH:20][C:15]=1[C:11]([NH:25][C:42](=[O:46])[CH:43]=[CH:44][CH3:45])([CH2:10][CH2:9][OH:8])[CH2:12][CH:13]=[CH2:14]. (2) Given the reactants [CH:1]([S:14][CH2:15][C:16]([OH:18])=O)([C:8]1[CH:13]=[CH:12][CH:11]=[CH:10][CH:9]=1)[C:2]1[CH:7]=[CH:6][CH:5]=[CH:4][CH:3]=1.[CH:19]1([CH2:22][NH2:23])[CH2:21][CH2:20]1, predict the reaction product. The product is: [CH:1]([S:14][CH2:15][C:16]([NH:23][CH2:22][CH:19]1[CH2:21][CH2:20]1)=[O:18])([C:2]1[CH:3]=[CH:4][CH:5]=[CH:6][CH:7]=1)[C:8]1[CH:9]=[CH:10][CH:11]=[CH:12][CH:13]=1. (3) Given the reactants [F:1][C:2]1[CH:3]=[C:4]([CH:7]=[C:8]([F:12])[C:9]=1[CH:10]=O)[C:5]#[N:6].[CH3:13][O:14][C:15]1[CH:16]=[C:17]([CH:19]=[CH:20][CH:21]=1)[NH2:18], predict the reaction product. The product is: [F:1][C:2]1[CH:3]=[C:4]([CH:7]=[C:8]([F:12])[C:9]=1[CH:10]=[N:18][C:17]1[CH:19]=[CH:20][CH:21]=[C:15]([O:14][CH3:13])[CH:16]=1)[C:5]#[N:6]. (4) Given the reactants C([O:8][C@H:9]1[C@H:13]2[O:14][CH2:15][C@:10]1([CH2:32][O:33]CC1C=CC=CC=1)[O:11][C@H:12]2[N:16]1[CH:24]=[N:23][C:22]2[C:21](=[O:25])[NH:20][C:19]([NH:26][C:27](=[O:31])[CH:28]([CH3:30])[CH3:29])=[N:18][C:17]1=2)C1C=CC=CC=1, predict the reaction product. The product is: [OH:8][C@H:9]1[C@H:13]2[O:14][CH2:15][C@:10]1([CH2:32][OH:33])[O:11][C@H:12]2[N:16]1[CH:24]=[N:23][C:22]2[C:21](=[O:25])[NH:20][C:19]([NH:26][C:27](=[O:31])[CH:28]([CH3:29])[CH3:30])=[N:18][C:17]1=2. (5) Given the reactants [F:1][C:2]([F:41])([F:40])[C:3]1[CH:4]=[C:5]([C:13]([CH3:39])([CH3:38])[C:14]([N:16]([C:18]2[CH:19]=[N:20][C:21]([N:32]3[CH2:35][CH:34](SC)[CH2:33]3)=[CH:22][C:23]=2[C:24]2[CH:29]=[CH:28][C:27]([F:30])=[CH:26][C:25]=2[CH3:31])[CH3:17])=[O:15])[CH:6]=[C:7]([C:9]([F:12])([F:11])[F:10])[CH:8]=1.Cl[C:43]1C=CC=C(C(OO)=O)C=1.[S:53]([O-:56])(O)=[O:54].[Na+], predict the reaction product. The product is: [F:40][C:2]([F:1])([F:41])[C:3]1[CH:4]=[C:5]([C:13]([CH3:38])([CH3:39])[C:14]([N:16]([C:18]2[CH:19]=[N:20][C:21]([N:32]3[CH2:33][CH:34]([S:53]([CH3:43])(=[O:56])=[O:54])[CH2:35]3)=[CH:22][C:23]=2[C:24]2[CH:29]=[CH:28][C:27]([F:30])=[CH:26][C:25]=2[CH3:31])[CH3:17])=[O:15])[CH:6]=[C:7]([C:9]([F:10])([F:11])[F:12])[CH:8]=1. (6) Given the reactants [CH:1]1[C:6]([CH:7]=[O:8])=[CH:5][CH:4]=[C:3]([CH:9]=O)[CH:2]=1.[N:11]1([CH2:16][CH2:17][NH2:18])[CH2:15][CH2:14][CH2:13][CH2:12]1.[BH4-].[Na+].Cl.[OH-].[Na+], predict the reaction product. The product is: [N:11]1([CH2:16][CH2:17][NH:18][CH2:9][C:3]2[CH:2]=[CH:1][C:6]([CH:7]=[O:8])=[CH:5][CH:4]=2)[CH2:15][CH2:14][CH2:13][CH2:12]1.